Dataset: Forward reaction prediction with 1.9M reactions from USPTO patents (1976-2016). Task: Predict the product of the given reaction. (1) Given the reactants Cl[C:2]1[N:10]=[CH:9][N:8]=[C:7]2[C:3]=1[NH:4][CH:5]=[N:6]2.S(Cl)(Cl)=[O:12].[CH3:15][NH2:16].[CH2:17]1C[O:20][CH2:19][CH2:18]1.CCN(C(C)C)[CH:25]([CH3:27])[CH3:26].[I:31][C:32]1[CH:33]=[C:34]([CH:37]=[CH:38][CH:39]=1)[CH2:35][NH2:36].Cl.ClC1N=[C:49]([C:51](N)=[O:52])N=C2C=1NC=N2.[OH2:54], predict the reaction product. The product is: [CH3:15][NH:16][C:17]([C@H:18]1[O:12][C@@H:49]([N:6]2[C:7]3[N:8]=[CH:9][N:10]=[C:2]([NH:36][CH2:35][C:34]4[CH:37]=[CH:38][CH:39]=[C:32]([I:31])[CH:33]=4)[C:3]=3[N:4]=[CH:5]2)[C@H:51]([OH:52])[C@@H:19]1[OH:20])=[O:54].[CH2-:26][C:25]([CH3:27])=[O:20]. (2) Given the reactants [C:1]1([S:7]([CH2:10][C:11]2[CH:16]=[CH:15][CH:14]=[CH:13][C:12]=2[N+:17]([O-])=O)(=[O:9])=[O:8])[CH:6]=[CH:5][CH:4]=[CH:3][CH:2]=1.[Sn].O, predict the reaction product. The product is: [C:1]1([S:7]([CH2:10][C:11]2[CH:16]=[CH:15][CH:14]=[CH:13][C:12]=2[NH2:17])(=[O:8])=[O:9])[CH:6]=[CH:5][CH:4]=[CH:3][CH:2]=1. (3) Given the reactants Br[C:2](=[C:11]1[C:19]2[C:14](=[CH:15][CH:16]=[CH:17][CH:18]=2)[NH:13][C:12]1=[O:20])[C:3]1[CH:8]=[CH:7][C:6]([O:9][CH3:10])=[CH:5][CH:4]=1.C(=O)([O-])[O-].[Na+].[Na+].[CH2:27]([O:29][C:30]1[CH:31]=[C:32](B(O)O)[CH:33]=[CH:34][CH:35]=1)[CH3:28].O, predict the reaction product. The product is: [CH2:27]([O:29][C:30]1[CH:35]=[C:34]([C:5]2[C:6]([O:9][CH3:10])=[CH:7][CH:8]=[C:3]([CH:2]=[C:11]3[C:19]4[C:14](=[CH:15][CH:16]=[CH:17][CH:18]=4)[NH:13][C:12]3=[O:20])[CH:4]=2)[CH:33]=[CH:32][CH:31]=1)[CH3:28].